This data is from Catalyst prediction with 721,799 reactions and 888 catalyst types from USPTO. The task is: Predict which catalyst facilitates the given reaction. The catalyst class is: 11. Reactant: [CH3:1][C:2]1[CH:3]=[CH:4][C:5]([NH2:8])=[N:6][CH:7]=1.C[Al](C)C.C.[CH2:14]([O:21][C:22]1[CH:27]=[CH:26][C:25]([C:28]2[N:32]([C:33]3[CH:38]=[CH:37][C:36]([Cl:39])=[CH:35][C:34]=3[Cl:40])[N:31]=[C:30]([C:41](OCC)=[O:42])[C:29]=2[CH3:46])=[CH:24][CH:23]=1)[C:15]1[CH:20]=[CH:19][CH:18]=[CH:17][CH:16]=1. Product: [CH2:14]([O:21][C:22]1[CH:23]=[CH:24][C:25]([C:28]2[N:32]([C:33]3[CH:38]=[CH:37][C:36]([Cl:39])=[CH:35][C:34]=3[Cl:40])[N:31]=[C:30]([C:41]([NH:8][C:5]3[CH:4]=[CH:3][C:2]([CH3:1])=[CH:7][N:6]=3)=[O:42])[C:29]=2[CH3:46])=[CH:26][CH:27]=1)[C:15]1[CH:20]=[CH:19][CH:18]=[CH:17][CH:16]=1.